From a dataset of Forward reaction prediction with 1.9M reactions from USPTO patents (1976-2016). Predict the product of the given reaction. (1) The product is: [CH2:30]([O:1][C:2]1[C:11]2[C:6](=[CH:7][CH:8]=[CH:9][CH:10]=2)[C:5]([O:12][CH2:33][CH2:34][CH3:36])=[C:4]([C:13]([O:15][CH2:16][CH3:17])=[O:14])[C:3]=1[C:18]([O:20][CH2:21][CH3:22])=[O:19])[CH2:31][CH3:32]. Given the reactants [OH:1][C:2]1[C:11]2[C:6](=[CH:7][CH:8]=[CH:9][CH:10]=2)[C:5]([OH:12])=[C:4]([C:13]([O:15][CH2:16][CH3:17])=[O:14])[C:3]=1[C:18]([O:20][CH2:21][CH3:22])=[O:19].C(=O)([O-])[O-].[K+].[K+].Br[CH2:30][CH2:31][CH3:32].[CH3:33][C:34]([CH3:36])=O, predict the reaction product. (2) Given the reactants [C:1]1([C:7]2[CH:12]=[C:11]([C:13]([OH:16])([CH3:15])[CH3:14])[CH:10]=[CH:9][C:8]=2[NH:17][C:18]([C:20]2[NH:21][CH:22]=[C:23]([C:25]#[N:26])[N:24]=2)=[O:19])[CH2:6][CH2:5][CH2:4][CH2:3][CH:2]=1.OS(O)(=O)=O.CO.[C:34]([O-])(O)=O.[Na+], predict the reaction product. The product is: [C:1]1([C:7]2[CH:12]=[C:11]([C:13]([O:16][CH3:34])([CH3:15])[CH3:14])[CH:10]=[CH:9][C:8]=2[NH:17][C:18]([C:20]2[NH:21][CH:22]=[C:23]([C:25]#[N:26])[N:24]=2)=[O:19])[CH2:6][CH2:5][CH2:4][CH2:3][CH:2]=1.